Task: Regression. Given a peptide amino acid sequence and an MHC pseudo amino acid sequence, predict their binding affinity value. This is MHC class I binding data.. Dataset: Peptide-MHC class I binding affinity with 185,985 pairs from IEDB/IMGT (1) The peptide sequence is IVLPEKDSW. The MHC is HLA-B44:03 with pseudo-sequence HLA-B44:03. The binding affinity (normalized) is 0. (2) The peptide sequence is MRDGGSATV. The MHC is HLA-A69:01 with pseudo-sequence HLA-A69:01. The binding affinity (normalized) is 0.0847. (3) The peptide sequence is AVSKNRRQL. The MHC is HLA-B48:01 with pseudo-sequence HLA-B48:01. The binding affinity (normalized) is 0.0847. (4) The peptide sequence is KFLWEWASAR. The MHC is Patr-A0901 with pseudo-sequence Patr-A0901. The binding affinity (normalized) is 0.483. (5) The peptide sequence is AYISSEATTPV. The MHC is Mamu-B17 with pseudo-sequence Mamu-B17. The binding affinity (normalized) is 0. (6) The MHC is HLA-A02:01 with pseudo-sequence HLA-A02:01. The binding affinity (normalized) is 0.0588. The peptide sequence is DIKYDNKLL. (7) The peptide sequence is SSLGLPVSY. The MHC is HLA-A01:01 with pseudo-sequence HLA-A01:01. The binding affinity (normalized) is 0.152.